This data is from Forward reaction prediction with 1.9M reactions from USPTO patents (1976-2016). The task is: Predict the product of the given reaction. (1) Given the reactants N#N.Cl[CH2:4][C:5]1[S:9][C:8]([C:10]2([CH3:15])[O:14][CH2:13][CH2:12][O:11]2)=[N:7][CH:6]=1.[N+:16]([C:19]1[CH:23]=[N:22][NH:21][N:20]=1)([O-:18])=[O:17].CCN(C(C)C)C(C)C, predict the reaction product. The product is: [CH3:15][C:10]1([C:8]2[S:9][C:5]([CH2:4][N:21]3[N:20]=[C:19]([N+:16]([O-:18])=[O:17])[CH:23]=[N:22]3)=[CH:6][N:7]=2)[O:14][CH2:13][CH2:12][O:11]1. (2) Given the reactants [F:1][C:2]([F:24])([F:23])[C:3]1[C:4]([C:9]2[CH:18]=[N:17][C:16]3[C:15](=O)[NH:14][C:13]([CH2:20][O:21][CH3:22])=[N:12][C:11]=3[CH:10]=2)=[N:5][CH:6]=[CH:7][CH:8]=1.N1C(C)=CC=CC=1C.P(Cl)(Cl)([Cl:35])=O, predict the reaction product. The product is: [Cl:35][C:15]1[C:16]2[N:17]=[CH:18][C:9]([C:4]3[C:3]([C:2]([F:24])([F:23])[F:1])=[CH:8][CH:7]=[CH:6][N:5]=3)=[CH:10][C:11]=2[N:12]=[C:13]([CH2:20][O:21][CH3:22])[N:14]=1. (3) Given the reactants Cl.N[CH2:3][CH2:4][CH2:5][CH2:6][CH:7]([NH:19][C:20]([C:22]1[CH:27]=[CH:26][C:25]([C:28]2[CH:33]=[CH:32][CH:31]=[CH:30][CH:29]=2)=[CH:24][CH:23]=1)=[O:21])[C:8]([NH:10][CH2:11][C:12]1[CH:17]=[CH:16][C:15]([Cl:18])=[CH:14][CH:13]=1)=[O:9].N([O-])=[O:35].[Na+].Cl, predict the reaction product. The product is: [OH:35][CH2:3][CH2:4][CH2:5][CH2:6][CH:7]([NH:19][C:20]([C:22]1[CH:23]=[CH:24][C:25]([C:28]2[CH:29]=[CH:30][CH:31]=[CH:32][CH:33]=2)=[CH:26][CH:27]=1)=[O:21])[C:8]([NH:10][CH2:11][C:12]1[CH:13]=[CH:14][C:15]([Cl:18])=[CH:16][CH:17]=1)=[O:9]. (4) Given the reactants [C:1]12([CH3:11])[C:8]([CH3:10])([CH3:9])[CH:5]([CH2:6][CH2:7]1)[CH2:4][C:2]2=O.[N:12]1[CH:17]=[CH:16][CH:15]=[CH:14][C:13]=1[CH2:18][NH2:19].B(F)(F)F.CCOCC.O, predict the reaction product. The product is: [N:12]1[CH:17]=[CH:16][CH:15]=[CH:14][C:13]=1[CH2:18]/[N:19]=[C:2]1\[C@@:1]2([CH3:11])[C:8]([CH3:10])([CH3:9])[CH:5]([CH2:4]\1)[CH2:6][CH2:7]2. (5) Given the reactants Cl[C:2]1[CH:7]=[C:6]([C:8]2[N:13]=[C:12]([C:14]3[CH:19]=[CH:18][C:17]([F:20])=[CH:16][CH:15]=3)[CH:11]=[C:10]([C:21]([F:24])([F:23])[F:22])[N:9]=2)[CH:5]=[CH:4][N:3]=1.[C:25]([NH:29][S:30]([C:33]1[S:34][C:35](B2OC(C)(C)C(C)(C)O2)=[CH:36][CH:37]=1)(=[O:32])=[O:31])([CH3:28])([CH3:27])[CH3:26], predict the reaction product. The product is: [C:25]([NH:29][S:30]([C:33]1[S:34][C:35]([C:2]2[CH:7]=[C:6]([C:8]3[N:13]=[C:12]([C:14]4[CH:19]=[CH:18][C:17]([F:20])=[CH:16][CH:15]=4)[CH:11]=[C:10]([C:21]([F:24])([F:23])[F:22])[N:9]=3)[CH:5]=[CH:4][N:3]=2)=[CH:36][CH:37]=1)(=[O:31])=[O:32])([CH3:28])([CH3:26])[CH3:27]. (6) Given the reactants C(OC([N:8]1[C:13]2[CH:14]=[C:15]([O:19][CH3:20])[C:16]([Cl:18])=[CH:17][C:12]=2[O:11][CH:10]([C:21]([N:23]2[CH2:28][CH2:27][C:26]([C:37]#[N:38])([CH2:29][C:30]3[CH:35]=[CH:34][C:33]([F:36])=[CH:32][CH:31]=3)[CH2:25][CH2:24]2)=[O:22])[CH2:9]1)=O)(C)(C)C.FC(F)(F)C(O)=O, predict the reaction product. The product is: [Cl:18][C:16]1[C:15]([O:19][CH3:20])=[CH:14][C:13]2[NH:8][CH2:9][CH:10]([C:21]([N:23]3[CH2:28][CH2:27][C:26]([CH2:29][C:30]4[CH:31]=[CH:32][C:33]([F:36])=[CH:34][CH:35]=4)([C:37]#[N:38])[CH2:25][CH2:24]3)=[O:22])[O:11][C:12]=2[CH:17]=1.